This data is from Forward reaction prediction with 1.9M reactions from USPTO patents (1976-2016). The task is: Predict the product of the given reaction. Given the reactants [N+:1]([C:4]1[CH:5]=[C:6]([S:10]([C:13]2[CH:21]=[CH:20][C:19]3[N:18]([CH3:22])[C:17]4[CH2:23][CH:24]5[NH:28][CH:27]([C:16]=4[C:15]=3[C:14]=2[C:29]([O:31][C:32]([CH3:35])([CH3:34])[CH3:33])=[O:30])[CH2:26][CH2:25]5)(=[O:12])=[O:11])[CH:7]=[CH:8][CH:9]=1)([O-])=O.[Cl-].[NH4+], predict the reaction product. The product is: [NH2:1][C:4]1[CH:5]=[C:6]([S:10]([C:13]2[CH:21]=[CH:20][C:19]3[N:18]([CH3:22])[C:17]4[CH2:23][CH:24]5[NH:28][CH:27]([C:16]=4[C:15]=3[C:14]=2[C:29]([O:31][C:32]([CH3:35])([CH3:34])[CH3:33])=[O:30])[CH2:26][CH2:25]5)(=[O:11])=[O:12])[CH:7]=[CH:8][CH:9]=1.